From a dataset of Full USPTO retrosynthesis dataset with 1.9M reactions from patents (1976-2016). Predict the reactants needed to synthesize the given product. (1) Given the product [CH3:34][NH:35][CH2:1][C:3]1[CH:4]=[C:5]([C:9]2[CH:10]=[C:11]3[C:15](=[C:16]([C:18]([NH2:20])=[O:19])[CH:17]=2)[NH:14][CH:13]=[C:12]3[CH:21]2[CH2:26][CH2:25][N:24]([S:27]([CH2:30][CH2:31][O:32][CH3:33])(=[O:29])=[O:28])[CH2:23][CH2:22]2)[CH:6]=[CH:7][CH:8]=1, predict the reactants needed to synthesize it. The reactants are: [CH:1]([C:3]1[CH:4]=[C:5]([C:9]2[CH:10]=[C:11]3[C:15](=[C:16]([C:18]([NH2:20])=[O:19])[CH:17]=2)[NH:14][CH:13]=[C:12]3[CH:21]2[CH2:26][CH2:25][N:24]([S:27]([CH2:30][CH2:31][O:32][CH3:33])(=[O:29])=[O:28])[CH2:23][CH2:22]2)[CH:6]=[CH:7][CH:8]=1)=O.[CH3:34][NH2:35].[BH4-].[Na+]. (2) Given the product [CH3:1][C:2]1[CH2:11][CH:10]=[C:9]2[C:4]([CH3:14])([CH2:5][CH2:6][CH2:7][C:8]2([CH3:12])[CH3:13])[C:3]=1[CH2:15][CH2:16][OH:17], predict the reactants needed to synthesize it. The reactants are: [CH3:1][C:2]1[CH2:11][CH:10]=[C:9]2[C:4]([CH3:14])([CH2:5][CH2:6][CH2:7][C:8]2([CH3:13])[CH3:12])[C:3]=1[CH2:15][CH:16]=[O:17].[H-].[H-].[H-].[H-].[Li+].[Al+3].O.[OH-].[Na+]. (3) The reactants are: COC(=O)NC(C(N1C(C2NC([C:23]3[CH:32]=[CH:31][C:30]4[C:25](=[CH:26][CH:27]=[C:28]([C:33]5[CH:38]=[CH:37][C:36]([C:39]6[NH:40][C:41](C7C8CC(CC8)N7C(=O)C(NC(OC)=O)C(C)C)=[N:42][CH:43]=6)=[CH:35][CH:34]=5)[CH:29]=4)[CH:24]=3)=CN=2)CC2(CC2)C1)=O)C(C)C.[CH3:63][O:64][C:65](=[O:104])[NH:66][CH:67]([C:71]([N:73]1[CH:78]([C:79]2[NH:80][C:81](C3C=CC4C(=CC=C(B5OC(C)(C)C(C)(C)O5)C=4)C=3)=[CH:82][N:83]=2)[CH:77]2[CH2:103][CH:74]1[CH2:75][CH2:76]2)=[O:72])[CH:68]([CH3:70])[CH3:69].[C:105]([O:109][C:110]([N:112]1[CH2:118][CH2:117][C:114]2([CH2:116][CH2:115]2)[CH2:113]1)=[O:111])([CH3:108])([CH3:107])[CH3:106].C(=O)([O-])[O-].[K+].[K+]. Given the product [C:105]([O:109][C:110]([N:112]1[CH:118]([C:41]2[NH:40][C:39]([C:36]3[CH:35]=[CH:34][C:33]([C:28]4[CH:27]=[CH:26][C:25]5[C:30](=[CH:31][CH:32]=[C:23]([C:81]6[NH:80][C:79]([CH:78]7[CH:77]8[CH2:103][CH:74]([CH2:75][CH2:76]8)[N:73]7[C:71](=[O:72])[CH:67]([NH:66][C:65]([O:64][CH3:63])=[O:104])[CH:68]([CH3:69])[CH3:70])=[N:83][CH:82]=6)[CH:24]=5)[CH:29]=4)=[CH:38][CH:37]=3)=[CH:43][N:42]=2)[CH2:117][C:114]2([CH2:116][CH2:115]2)[CH2:113]1)=[O:111])([CH3:108])([CH3:106])[CH3:107], predict the reactants needed to synthesize it. (4) Given the product [CH3:21][O:22][C:23]1[CH:28]=[CH:27][C:26]([O:29][CH3:30])=[CH:25][C:24]=1[S:31]([N:8]1[C:9]2[C:5](=[C:4]([CH2:12][N:13]([CH3:14])[CH3:15])[C:3]([O:2][CH3:1])=[CH:11][CH:10]=2)[CH:6]=[CH:7]1)(=[O:32])=[O:33], predict the reactants needed to synthesize it. The reactants are: [CH3:1][O:2][C:3]1[C:4]([CH2:12][N:13]([CH3:15])[CH3:14])=[C:5]2[C:9](=[CH:10][CH:11]=1)[NH:8][CH:7]=[CH:6]2.CN(C=O)C.[CH3:21][O:22][C:23]1[CH:28]=[CH:27][C:26]([O:29][CH3:30])=[CH:25][C:24]=1[S:31](Cl)(=[O:33])=[O:32]. (5) Given the product [CH:2]1([C:1]([NH:4][CH2:5][C:6]2[CH:7]=[CH:8][C:9]([C:12]3[CH:13]=[C:14]4[C:18](=[C:19]([C:21]([NH2:23])=[O:22])[CH:20]=3)[NH:17][CH:16]=[C:15]4[CH:24]3[CH2:25][CH2:26][N:27]([S:30]([CH2:33][CH3:34])(=[O:31])=[O:32])[CH2:28][CH2:29]3)=[CH:10][CH:11]=2)=[O:3])[CH2:36][CH2:35]1, predict the reactants needed to synthesize it. The reactants are: [C:1]([NH:4][CH2:5][C:6]1[CH:11]=[CH:10][C:9]([C:12]2[CH:13]=[C:14]3[C:18](=[C:19]([C:21]([NH2:23])=[O:22])[CH:20]=2)[NH:17][CH:16]=[C:15]3[CH:24]2[CH2:29][CH2:28][N:27]([S:30]([CH2:33][CH3:34])(=[O:32])=[O:31])[CH2:26][CH2:25]2)=[CH:8][CH:7]=1)(=[O:3])[CH3:2].[C:35](Cl)(=O)[CH3:36]. (6) Given the product [Cl:39][C:35]1[CH:34]=[C:33]([CH:31]([OH:32])[CH2:30][NH:29][C:28]2[CH:27]=[CH:26][NH:25][C:24](=[O:40])[C:23]=2[C:21]2[NH:22][C:18]3[CH:17]=[C:16]([C:14]([N:11]4[CH2:10][CH2:9][NH:8][CH2:13][CH2:12]4)=[O:15])[CH:42]=[C:41]([CH3:43])[C:19]=3[N:20]=2)[CH:38]=[CH:37][CH:36]=1, predict the reactants needed to synthesize it. The reactants are: C(OC([N:8]1[CH2:13][CH2:12][N:11]([C:14]([C:16]2[CH:42]=[C:41]([CH3:43])[C:19]3[N:20]=[C:21]([C:23]4[C:24](=[O:40])[NH:25][CH:26]=[CH:27][C:28]=4[NH:29][CH2:30][CH:31]([C:33]4[CH:38]=[CH:37][CH:36]=[C:35]([Cl:39])[CH:34]=4)[OH:32])[NH:22][C:18]=3[CH:17]=2)=[O:15])[CH2:10][CH2:9]1)=O)(C)(C)C.O1CCOCC1.Cl.